Dataset: Serine/threonine kinase 33 screen with 319,792 compounds. Task: Binary Classification. Given a drug SMILES string, predict its activity (active/inactive) in a high-throughput screening assay against a specified biological target. (1) The compound is O1CCN(c2cc(N3CCN(CC3)C(=O)c3c4c(ccc3)cccc4)ccc2[N+]([O-])=O)CC1. The result is 0 (inactive). (2) The drug is S=C1NC(=O)/C(=C\c2[nH]c3c(c2)cccc3)C(=O)N1. The result is 0 (inactive). (3) The compound is S(=O)(=O)(N(CC(=O)Nc1ccc(OCC)cc1)c1ccc([N+]([O-])=O)cc1)c1ccccc1. The result is 0 (inactive). (4) The drug is S(C=1N(C(CC(=O)C1C(OC)=O)c1ccccc1)c1ccc(OC)cc1)C. The result is 0 (inactive). (5) The compound is s1c(c(c(c1NC(=O)NN\C=C1/C=C(OC)C(=O)C=C1)C(OCC)=O)C)C(=O)C. The result is 0 (inactive). (6) The molecule is Clc1c(C(=O)NCCOc2cc(C(C)C)ccc2C)cc(SC)cc1. The result is 0 (inactive).